This data is from Choline transporter screen with 302,306 compounds. The task is: Binary Classification. Given a drug SMILES string, predict its activity (active/inactive) in a high-throughput screening assay against a specified biological target. The compound is S(=O)(=O)(NNC(=O)CCC(=O)Nc1cc(c(cc1)C)C)c1ccccc1. The result is 0 (inactive).